This data is from Peptide-MHC class II binding affinity with 134,281 pairs from IEDB. The task is: Regression. Given a peptide amino acid sequence and an MHC pseudo amino acid sequence, predict their binding affinity value. This is MHC class II binding data. (1) The peptide sequence is VSSDQSALSEFIKFA. The MHC is HLA-DQA10102-DQB10501 with pseudo-sequence HLA-DQA10102-DQB10501. The binding affinity (normalized) is 0. (2) The peptide sequence is TDALRTLGSTSADEV. The MHC is DRB1_1201 with pseudo-sequence DRB1_1201. The binding affinity (normalized) is 0.578. (3) The peptide sequence is QIDAFIANAGATADS. The MHC is HLA-DPA10301-DPB10402 with pseudo-sequence HLA-DPA10301-DPB10402. The binding affinity (normalized) is 0.0870. (4) The peptide sequence is MRILVRGNSPAFNYN. The MHC is DRB1_0701 with pseudo-sequence DRB1_0701. The binding affinity (normalized) is 0.411. (5) The peptide sequence is LVAEILRIISGGRLI. The MHC is HLA-DQA10501-DQB10301 with pseudo-sequence HLA-DQA10501-DQB10301. The binding affinity (normalized) is 0.616.